Dataset: Reaction yield outcomes from USPTO patents with 853,638 reactions. Task: Predict the reaction yield, written as a fraction of the theoretical maximum amount of product (1.0 means a 100% yield; for example, 0.34 means a 34% yield). (1) The reactants are [CH3:1][C:2]([S:5]([NH2:7])=[O:6])([CH3:4])[CH3:3].[CH3:8][O:9][C:10]1[CH:11]=[C:12]([CH:23]=[CH:24][CH:25]=1)[C:13]([C:15]1[C:16]([C:21]#[N:22])=[N:17][CH:18]=[CH:19][CH:20]=1)=O.CO.C([O-])(O)=O.[Na+]. The catalyst is C1COCC1.[O-]CC.[Ti+4].[O-]CC.[O-]CC.[O-]CC.CCOC(C)=O. The product is [C:21]([C:16]1[C:15]([C:13]([C:12]2[CH:23]=[CH:24][CH:25]=[C:10]([O:9][CH3:8])[CH:11]=2)=[N:7][S:5]([C:2]([CH3:4])([CH3:3])[CH3:1])=[O:6])=[CH:20][CH:19]=[CH:18][N:17]=1)#[N:22]. The yield is 0.690. (2) The reactants are [NH2:1][C:2]1[C:7]([C:8]2[CH:9]=[C:10]3[C:14](=[CH:15][CH:16]=2)[N:13](C(OC(C)(C)C)=O)[N:12]=[CH:11]3)=[C:6]([CH2:24][CH3:25])[C:5]([C:26]2[CH:31]=[CH:30][C:29]([OH:32])=[CH:28][CH:27]=2)=[CH:4][N:3]=1.Cl.CCOC(C)=O. The yield is 0.261. The product is [NH2:1][C:2]1[N:3]=[CH:4][C:5]([C:26]2[CH:27]=[CH:28][C:29]([OH:32])=[CH:30][CH:31]=2)=[C:6]([CH2:24][CH3:25])[C:7]=1[C:8]1[CH:9]=[C:10]2[C:14](=[CH:15][CH:16]=1)[NH:13][N:12]=[CH:11]2. The catalyst is CCOC(C)=O. (3) The reactants are Cl.[F:2][C:3]1([F:12])[CH2:7][NH:6][C@H:5]([C:8](=[O:11])[NH:9][CH3:10])[CH2:4]1.[Br:13][C:14]1[CH:19]=[C:18]([F:20])[CH:17]=[CH:16][C:15]=1[C@H:21]1[C:26]([C:27]([O:29][CH2:30][CH3:31])=[O:28])=[C:25]([CH2:32]Br)[NH:24][C:23]([C:34]2[S:35][CH:36]=[CH:37][N:38]=2)=[N:22]1.C(=O)([O-])[O-].[K+].[K+]. The catalyst is C(O)C. The product is [CH2:30]([O:29][C:27]([C:26]1[C@H:21]([C:15]2[CH:16]=[CH:17][C:18]([F:20])=[CH:19][C:14]=2[Br:13])[N:22]=[C:23]([C:34]2[S:35][CH:36]=[CH:37][N:38]=2)[NH:24][C:25]=1[CH2:32][N:6]1[CH2:7][C:3]([F:2])([F:12])[CH2:4][C@H:5]1[C:8](=[O:11])[NH:9][CH3:10])=[O:28])[CH3:31]. The yield is 0.410.